From a dataset of Forward reaction prediction with 1.9M reactions from USPTO patents (1976-2016). Predict the product of the given reaction. (1) The product is: [CH3:3][CH:2]([CH3:1])[O:4][C:5]1[CH:11]=[CH:10][CH:9]=[CH:8][C:6]=1[NH:7][N:21]=[C:33]([C:34](=[O:36])[CH3:35])[C:30](=[O:32])[CH3:31]. Given the reactants [CH3:1][CH:2]([O:4][C:5]1[CH:11]=[CH:10][CH:9]=[CH:8][C:6]=1[NH2:7])[CH3:3].P(=O)(O)(O)O.[N+]([O-])(O)=O.[N:21]([O-])=O.[Na+].C([O-])(=O)C.[K+].[C:30]([CH2:33][C:34](=[O:36])[CH3:35])(=[O:32])[CH3:31], predict the reaction product. (2) Given the reactants [Br:1][C:2]1[N:7]=[C:6]2[NH:8][N:9]=[C:10]([C:11]3[CH:16]=[CH:15][CH:14]=[CH:13][CH:12]=3)[C:5]2=[C:4]([C:17]([F:20])([F:19])[F:18])[CH:3]=1.CI.[C:23](=O)([O-])[O-].[K+].[K+].O, predict the reaction product. The product is: [Br:1][C:2]1[N:7]=[C:6]2[N:8]([CH3:23])[N:9]=[C:10]([C:11]3[CH:16]=[CH:15][CH:14]=[CH:13][CH:12]=3)[C:5]2=[C:4]([C:17]([F:19])([F:20])[F:18])[CH:3]=1.